Dataset: Oral bioavailability binary classification data from Ma et al.. Task: Regression/Classification. Given a drug SMILES string, predict its absorption, distribution, metabolism, or excretion properties. Task type varies by dataset: regression for continuous measurements (e.g., permeability, clearance, half-life) or binary classification for categorical outcomes (e.g., BBB penetration, CYP inhibition). Dataset: bioavailability_ma. (1) The molecule is CN(C)CCCOc1nn(Cc2ccccc2)c2ccccc12. The result is 1 (high bioavailability). (2) The molecule is Nc1ncnc2c1ncn2CCOCP(=O)(O)O. The result is 0 (low bioavailability). (3) The drug is Cc1nnc2n1-c1sc(Br)cc1C(c1ccccc1Cl)=NC2. The result is 1 (high bioavailability). (4) The molecule is Cc1cnc(NC(=O)C2=C(O)c3ccccc3S(=O)(=O)N2C)s1. The result is 1 (high bioavailability). (5) The result is 1 (high bioavailability). The molecule is CNCCCC1c2ccccc2C=Cc2ccccc21. (6) The molecule is CCN(C)C(=O)Oc1cccc([C@H](C)N(C)C)c1. The result is 1 (high bioavailability). (7) The molecule is O=C(CCCN1CC=C(n2c(=O)[nH]c3ccccc32)CC1)c1ccc(F)cc1. The result is 1 (high bioavailability). (8) The molecule is Nc1nc(Cl)nc2c1ncn2[C@H]1C[C@H](O)[C@@H](CO)O1. The result is 1 (high bioavailability). (9) The compound is CN(C)CCCOC1(Cc2ccccc2)CCCCCC1. The result is 1 (high bioavailability).